From a dataset of Forward reaction prediction with 1.9M reactions from USPTO patents (1976-2016). Predict the product of the given reaction. (1) Given the reactants [C:1]([CH:3]1[CH2:8][CH2:7][N:6]([C:9]([N:11]2[CH2:16][CH:15]([C:17]3[CH:22]=[CH:21][C:20]([C:23]([F:26])([F:25])[F:24])=[CH:19][CH:18]=3)[CH2:14][CH:13]([C:27](O)=[O:28])[CH2:12]2)=[O:10])[CH2:5][CH2:4]1)#[N:2].[F:30][C:31]1[CH:32]=[C:33]([C:37](=[N:39]O)[NH2:38])[CH:34]=[CH:35][CH:36]=1, predict the reaction product. The product is: [F:30][C:31]1[CH:32]=[C:33]([C:37]2[N:39]=[C:27]([CH:13]3[CH2:14][CH:15]([C:17]4[CH:18]=[CH:19][C:20]([C:23]([F:25])([F:26])[F:24])=[CH:21][CH:22]=4)[CH2:16][N:11]([C:9]([N:6]4[CH2:5][CH2:4][CH:3]([C:1]#[N:2])[CH2:8][CH2:7]4)=[O:10])[CH2:12]3)[O:28][N:38]=2)[CH:34]=[CH:35][CH:36]=1. (2) Given the reactants Cl[CH:2]([CH2:6][CH:7]([CH3:9])[CH3:8])[C:3](=[O:5])[CH3:4].[S-:10][C:11]#[N:12].[Na+], predict the reaction product. The product is: [CH3:8][CH:7]([CH3:9])[CH2:6][CH:2]([S:10][C:11]#[N:12])[C:3](=[O:5])[CH3:4]. (3) Given the reactants [CH:1]([C@H:4]1[NH:10][CH2:9][C:8]2[CH:11]=[CH:12][C:13]([C:15]([O:17][CH3:18])=[O:16])=[CH:14][C:7]=2[O:6][CH2:5]1)([CH3:3])[CH3:2].CCN(CC)CC.[C:26](Cl)(=[O:28])[CH3:27], predict the reaction product. The product is: [C:26]([N:10]1[CH2:9][C:8]2[CH:11]=[CH:12][C:13]([C:15]([O:17][CH3:18])=[O:16])=[CH:14][C:7]=2[O:6][CH2:5][C@H:4]1[CH:1]([CH3:3])[CH3:2])(=[O:28])[CH3:27]. (4) The product is: [C:1]([O:5][C:6](=[O:15])[N:7]([CH:8]([CH2:13][OH:14])[O:29][CH2:27][O:26][CH3:25])[CH2:17][CH2:16][CH3:18])([CH3:2])([CH3:3])[CH3:4]. Given the reactants [C:1]([O:5][C:6](=[O:15])[NH:7][C:8]([CH2:13][OH:14])(CO)CC)([CH3:4])([CH3:3])[CH3:2].[CH:16](N(CC)C(C)C)([CH3:18])[CH3:17].[CH3:25][O:26][CH2:27]Cl.[OH2:29], predict the reaction product. (5) Given the reactants [F:1][C:2]1[CH:3]=[C:4]([CH:7]=[CH:8][C:9]=1F)[CH:5]=[O:6].[Cl:11][C:12]1[CH:13]=[C:14]([OH:19])[CH:15]=[CH:16][C:17]=1[Cl:18], predict the reaction product. The product is: [Cl:11][C:12]1[CH:13]=[C:14]([CH:15]=[CH:16][C:17]=1[Cl:18])[O:19][C:9]1[CH:8]=[CH:7][C:4]([CH:5]=[O:6])=[CH:3][C:2]=1[F:1].